Dataset: Forward reaction prediction with 1.9M reactions from USPTO patents (1976-2016). Task: Predict the product of the given reaction. (1) The product is: [OH:9][C:8]1[C:6]2[O:7][CH:16]([C:17]3[CH:22]=[CH:21][C:20]([O:23][CH3:24])=[CH:19][CH:18]=3)[O:5][C:4]=2[CH:3]=[C:2]([C:1]([O:12][CH3:13])=[O:11])[CH:10]=1. Given the reactants [C:1]([O:12][CH3:13])(=[O:11])[C:2]1[CH:10]=[C:8]([OH:9])[C:6]([OH:7])=[C:4]([OH:5])[CH:3]=1.CO[CH:16](OC)[C:17]1[CH:22]=[CH:21][C:20]([O:23][CH3:24])=[CH:19][CH:18]=1.O, predict the reaction product. (2) Given the reactants Cl[C:2]1[N:3]=[N:4][CH:5]=[C:6]([C:8]([N:10]2[CH2:15][CH2:14][CH2:13][CH:12]([C:16]3[CH:21]=[CH:20][C:19]([Cl:22])=[CH:18][C:17]=3[CH3:23])[CH2:11]2)=[O:9])[CH:7]=1.[CH3:24][NH2:25], predict the reaction product. The product is: [Cl:22][C:19]1[CH:20]=[CH:21][C:16]([CH:12]2[CH2:13][CH2:14][CH2:15][N:10]([C:8]([C:6]3[CH:7]=[C:2]([NH:25][CH3:24])[N:3]=[N:4][CH:5]=3)=[O:9])[CH2:11]2)=[C:17]([CH3:23])[CH:18]=1. (3) The product is: [C:18]([N:7]1[C@@H:6]([CH3:8])[CH2:5][N:4]([C:9]2[CH:10]=[CH:11][C:12]([N+:15]([O-:17])=[O:16])=[CH:13][CH:14]=2)[CH2:3][C@H:2]1[CH3:1])(=[O:20])[CH3:19]. Given the reactants [CH3:1][C@H:2]1[NH:7][C@@H:6]([CH3:8])[CH2:5][N:4]([C:9]2[CH:14]=[CH:13][C:12]([N+:15]([O-:17])=[O:16])=[CH:11][CH:10]=2)[CH2:3]1.[C:18](Cl)(=[O:20])[CH3:19], predict the reaction product.